This data is from Full USPTO retrosynthesis dataset with 1.9M reactions from patents (1976-2016). The task is: Predict the reactants needed to synthesize the given product. (1) Given the product [F:2][C:3]1[CH:8]=[C:7]([F:9])[CH:6]=[CH:5][C:4]=1[N:10]1[CH:14]([C:15]2[CH:20]=[C:19]([N:21]3[CH2:26][CH2:25][N:24]([S:42]([CH3:41])(=[O:44])=[O:43])[CH2:23][CH2:22]3)[CH:18]=[CH:17][N:16]=2)[CH2:13][C:12]([C:27]([F:33])([F:32])[C:28]([F:29])([F:30])[F:31])=[N:11]1, predict the reactants needed to synthesize it. The reactants are: Cl.[F:2][C:3]1[CH:8]=[C:7]([F:9])[CH:6]=[CH:5][C:4]=1[N:10]1[CH:14]([C:15]2[CH:20]=[C:19]([N:21]3[CH2:26][CH2:25][NH:24][CH2:23][CH2:22]3)[CH:18]=[CH:17][N:16]=2)[CH2:13][C:12]([C:27]([F:33])([F:32])[C:28]([F:31])([F:30])[F:29])=[N:11]1.C(N(CC)CC)C.[CH3:41][S:42](Cl)(=[O:44])=[O:43]. (2) Given the product [C:42]([CH2:41][CH2:40][C:10]1[C:11]([CH2:15][CH2:16][CH2:17][CH2:18][CH2:19][CH2:20][O:21][C:22]2[CH:23]=[C:24]([C:30]3[CH:35]=[CH:34][C:33]([S:36]([CH3:39])(=[O:37])=[O:38])=[CH:32][CH:31]=3)[CH:25]=[C:26]([CH2:28][OH:29])[CH:27]=2)=[CH:12][CH:13]=[CH:14][C:9]=1[O:8][CH2:7][CH2:6][CH2:5][C:4]([OH:47])=[O:3])([OH:44])=[O:43], predict the reactants needed to synthesize it. The reactants are: C([O:3][C:4](=[O:47])[CH2:5][CH2:6][CH2:7][O:8][C:9]1[CH:14]=[CH:13][CH:12]=[C:11]([CH2:15][CH2:16][CH2:17][CH2:18][CH2:19][CH2:20][O:21][C:22]2[CH:23]=[C:24]([C:30]3[CH:35]=[CH:34][C:33]([S:36]([CH3:39])(=[O:38])=[O:37])=[CH:32][CH:31]=3)[CH:25]=[C:26]([CH2:28][OH:29])[CH:27]=2)[C:10]=1[CH2:40][CH2:41][C:42]([O:44]CC)=[O:43])C.[OH-].[Na+]. (3) Given the product [C:32]([NH:1][C:2]1[CH:3]=[CH:4][C:5]([Cl:31])=[C:6]([CH:30]=1)[CH2:7][O:8][C:9]1[CH:10]=[C:11]2[C:16](=[CH:17][CH:18]=1)[C@H:15]([C:19]([O:21][CH3:22])=[O:20])[N:14]([C:23]([O:25][C:26]([CH3:28])([CH3:27])[CH3:29])=[O:24])[CH2:13][CH2:12]2)(=[O:34])[CH3:33], predict the reactants needed to synthesize it. The reactants are: [NH2:1][C:2]1[CH:3]=[CH:4][C:5]([Cl:31])=[C:6]([CH:30]=1)[CH2:7][O:8][C:9]1[CH:10]=[C:11]2[C:16](=[CH:17][CH:18]=1)[C@H:15]([C:19]([O:21][CH3:22])=[O:20])[N:14]([C:23]([O:25][C:26]([CH3:29])([CH3:28])[CH3:27])=[O:24])[CH2:13][CH2:12]2.[C:32](Cl)(=[O:34])[CH3:33]. (4) The reactants are: [NH2:1][CH2:2][C@@H:3]1[O:7][C:6](=[O:8])[N:5]([C:9]2[CH:14]=[CH:13][C:12]([CH:15]3[CH2:20][CH2:19][S:18](=[O:22])(=[O:21])[CH2:17][CH2:16]3)=[C:11]([F:23])[CH:10]=2)[CH2:4]1.[C:24](Cl)(=[O:34])[O:25][CH2:26][O:27][C:28](=[O:33])[C:29]([CH3:32])([CH3:31])[CH3:30]. Given the product [O:22]=[S:18]1(=[O:21])[CH2:19][CH2:20][CH:15]([C:12]2[CH:13]=[CH:14][C:9]([N:5]3[CH2:4][C@H:3]([CH2:2][NH:1][C:24]([O:25][CH2:26][O:27][C:28](=[O:33])[C:29]([CH3:31])([CH3:30])[CH3:32])=[O:34])[O:7][C:6]3=[O:8])=[CH:10][C:11]=2[F:23])[CH2:16][CH2:17]1, predict the reactants needed to synthesize it. (5) Given the product [CH2:22]([C@H:10]1[CH2:9][NH:8][CH2:6][C@@H:11]1[CH2:13][N:14]([CH2:30][C:31]1[CH:32]=[CH:33][C:34]([F:39])=[C:35]([CH:38]=1)[C:36]#[N:37])[C:15]1[CH:16]=[CH:17][C:18]([Cl:21])=[CH:19][CH:20]=1)[C:23]1[CH:28]=[CH:27][CH:26]=[CH:25][CH:24]=1, predict the reactants needed to synthesize it. The reactants are: C(O[C:6]([N:8]1C[C@H:11]([CH2:13][NH:14][C:15]2[CH:20]=[CH:19][C:18]([Cl:21])=[CH:17][CH:16]=2)[C@@H:10]([CH2:22][C:23]2[CH:28]=[CH:27][CH:26]=[CH:25][CH:24]=2)[CH2:9]1)=O)(C)(C)C.Br[CH2:30][C:31]1[CH:32]=[CH:33][C:34]([F:39])=[C:35]([CH:38]=1)[C:36]#[N:37].CC#N.O.CC#N. (6) Given the product [Cl:1][C:2]1[C:25]([F:26])=[CH:24][CH:23]=[C:22]([F:27])[C:3]=1[CH2:4][N:5]1[CH2:10][CH2:9][NH:8][C:7]2[N:11]=[CH:12][C:13]([C:15]3[CH:20]=[CH:19][N:18]=[C:17]([N:32]4[CH2:33][CH2:34][N:29]([CH3:28])[CH2:30][CH2:31]4)[CH:16]=3)=[CH:14][C:6]1=2, predict the reactants needed to synthesize it. The reactants are: [Cl:1][C:2]1[C:25]([F:26])=[CH:24][CH:23]=[C:22]([F:27])[C:3]=1[CH2:4][N:5]1[CH2:10][CH2:9][NH:8][C:7]2[N:11]=[CH:12][C:13]([C:15]3[CH:20]=[CH:19][N:18]=[C:17](Cl)[CH:16]=3)=[CH:14][C:6]1=2.[CH3:28][N:29]1[CH2:34][CH2:33][N:32](C2C=C(B3OC(C)(C)C(C)(C)O3)C=CN=2)[CH2:31][CH2:30]1. (7) Given the product [Br:49][C:4]1[CH:5]=[CH:6][C:1]([N:7]2[C:12](=[O:13])[C:11]3[S:14][CH:15]=[C:16]([C:17]4[CH:18]=[CH:19][CH:20]=[CH:21][CH:22]=4)[C:10]=3[N:9]=[CH:8]2)=[CH:2][CH:3]=1, predict the reactants needed to synthesize it. The reactants are: [C:1]1([N:7]2[C:12](=[O:13])[C:11]3[S:14][CH:15]=[C:16]([C:17]4[CH:22]=[CH:21][CH:20]=[CH:19][CH:18]=4)[C:10]=3[N:9]=[CH:8]2)[CH:6]=[CH:5][CH:4]=[CH:3][CH:2]=1.NC1C(C2C=CC=CC=2)=CSC=1C(OC)=O.C(OCC)(OCC)OCC.[Br:49]C1C=CC(N)=CC=1.